This data is from NCI-60 drug combinations with 297,098 pairs across 59 cell lines. The task is: Regression. Given two drug SMILES strings and cell line genomic features, predict the synergy score measuring deviation from expected non-interaction effect. (1) Drug 1: CN(CCCl)CCCl.Cl. Drug 2: C1C(C(OC1N2C=NC(=NC2=O)N)CO)O. Cell line: SF-295. Synergy scores: CSS=4.52, Synergy_ZIP=-2.51, Synergy_Bliss=1.74, Synergy_Loewe=-2.16, Synergy_HSA=-1.17. (2) Drug 1: CS(=O)(=O)CCNCC1=CC=C(O1)C2=CC3=C(C=C2)N=CN=C3NC4=CC(=C(C=C4)OCC5=CC(=CC=C5)F)Cl. Drug 2: CC12CCC3C(C1CCC2OP(=O)(O)O)CCC4=C3C=CC(=C4)OC(=O)N(CCCl)CCCl.[Na+]. Cell line: HT29. Synergy scores: CSS=2.90, Synergy_ZIP=-0.281, Synergy_Bliss=0.658, Synergy_Loewe=0.0553, Synergy_HSA=-0.841. (3) Drug 1: CCC1(CC2CC(C3=C(CCN(C2)C1)C4=CC=CC=C4N3)(C5=C(C=C6C(=C5)C78CCN9C7C(C=CC9)(C(C(C8N6C=O)(C(=O)OC)O)OC(=O)C)CC)OC)C(=O)OC)O.OS(=O)(=O)O. Drug 2: CC1C(C(CC(O1)OC2CC(CC3=C2C(=C4C(=C3O)C(=O)C5=CC=CC=C5C4=O)O)(C(=O)C)O)N)O. Cell line: SNB-19. Synergy scores: CSS=39.2, Synergy_ZIP=2.60, Synergy_Bliss=4.20, Synergy_Loewe=3.54, Synergy_HSA=6.01.